Dataset: Reaction yield outcomes from USPTO patents with 853,638 reactions. Task: Predict the reaction yield, written as a fraction of the theoretical maximum amount of product (1.0 means a 100% yield; for example, 0.34 means a 34% yield). The reactants are C(OC(=O)[NH:7][C@H:8]([CH2:25][C:26]1[CH:31]=[CH:30][CH:29]=[CH:28][CH:27]=1)[C:9]([N:11]1[CH2:16][CH2:15][N:14]([C:17]2[CH:22]=[CH:21][CH:20]=[CH:19][C:18]=2[O:23][CH3:24])[CH2:13][CH2:12]1)=[O:10])(C)(C)C.[ClH:33]. The catalyst is O1CCOCC1. The product is [ClH:33].[C:26]1([CH2:25][C@@H:8]([NH2:7])[C:9]([N:11]2[CH2:16][CH2:15][N:14]([C:17]3[CH:22]=[CH:21][CH:20]=[CH:19][C:18]=3[O:23][CH3:24])[CH2:13][CH2:12]2)=[O:10])[CH:31]=[CH:30][CH:29]=[CH:28][CH:27]=1. The yield is 1.00.